From a dataset of Reaction yield outcomes from USPTO patents with 853,638 reactions. Predict the reaction yield, written as a fraction of the theoretical maximum amount of product (1.0 means a 100% yield; for example, 0.34 means a 34% yield). (1) The reactants are Cl[C:2](OC1C=CC([N+]([O-])=O)=CC=1)=[O:3].CCN(C(C)C)C(C)C.[CH3:23][N:24]1[CH2:29][CH2:28][N:27]([CH3:30])[CH2:26][C@H:25]1[CH2:31][OH:32].[F:33][C:34]1[CH:39]=[CH:38][C:37]([N:40]2[CH2:45][CH2:44][NH:43][CH2:42][CH2:41]2)=[CH:36][CH:35]=1. The catalyst is C(Cl)Cl. The product is [F:33][C:34]1[CH:35]=[CH:36][C:37]([N:40]2[CH2:45][CH2:44][N:43]([C:2]([O:32][CH2:31][C@@H:25]3[CH2:26][N:27]([CH3:30])[CH2:28][CH2:29][N:24]3[CH3:23])=[O:3])[CH2:42][CH2:41]2)=[CH:38][CH:39]=1. The yield is 0.600. (2) The reactants are [Cl:1][C:2]1[N:10]=[C:9]2[C:5]([N:6]=[CH:7][NH:8]2)=[C:4]([N:11]2[CH2:15][CH2:14][C:13]([F:17])([F:16])[CH2:12]2)[N:3]=1.[O:18]1[CH:23]=[CH:22][CH2:21][CH2:20][CH2:19]1. The catalyst is CCOC(C)=O.CC1C=CC(S(O)(=O)=O)=CC=1. The product is [Cl:1][C:2]1[N:10]=[C:9]2[C:5]([N:6]=[CH:7][N:8]2[CH:19]2[CH2:20][CH2:21][CH2:22][CH2:23][O:18]2)=[C:4]([N:11]2[CH2:15][CH2:14][C:13]([F:17])([F:16])[CH2:12]2)[N:3]=1. The yield is 0.740.